This data is from Full USPTO retrosynthesis dataset with 1.9M reactions from patents (1976-2016). The task is: Predict the reactants needed to synthesize the given product. (1) Given the product [F:28][C:27]([F:30])([F:29])[C:25]([O-:31])=[O:26].[C:22]([C:21]#[C:20][C:17]1[CH:18]=[CH:19][C:14]([N:12]2[CH:13]=[C:9]([CH2:8][NH3+:7])[N:10]=[N:11]2)=[CH:15][CH:16]=1)#[N:23], predict the reactants needed to synthesize it. The reactants are: C(OC(=O)[NH:7][CH2:8][C:9]1[N:10]=[N:11][N:12]([C:14]2[CH:19]=[CH:18][C:17]([C:20]#[C:21][C:22]#[N:23])=[CH:16][CH:15]=2)[CH:13]=1)(C)(C)C.[C:25]([OH:31])([C:27]([F:30])([F:29])[F:28])=[O:26]. (2) Given the product [OH:26][CH2:25][CH:24]([NH:23][C:3]([C:5]1[S:9][C:8](/[CH:10]=[CH:11]/[C:12]2[C:13]([CH2:18][CH2:19][CH2:20][CH3:21])=[N:14][O:15][C:16]=2[CH3:17])=[N:7][C:6]=1[CH3:22])=[O:4])[CH3:27], predict the reactants needed to synthesize it. The reactants are: CO[C:3]([C:5]1[S:9][C:8](/[CH:10]=[CH:11]/[C:12]2[C:13]([CH2:18][CH2:19][CH2:20][CH3:21])=[N:14][O:15][C:16]=2[CH3:17])=[N:7][C:6]=1[CH3:22])=[O:4].[NH2:23][CH:24]([CH3:27])[CH2:25][OH:26]. (3) Given the product [CH3:1][O:2][C:3]1[CH:8]=[CH:7][C:6]([CH2:9][CH2:10][C@@:11]2([CH3:26])[C:14](=[O:15])[N:13]([C:35](=[O:36])[NH:34][C@@H:37]([C:39]3[CH:44]=[CH:43][CH:42]=[CH:41][CH:40]=3)[CH3:38])[C@@H:12]2[C:16]([O:18][CH2:19][C:20]2[CH:21]=[CH:22][CH:23]=[CH:24][CH:25]=2)=[O:17])=[CH:5][CH:4]=1, predict the reactants needed to synthesize it. The reactants are: [CH3:1][O:2][C:3]1[CH:8]=[CH:7][C:6]([CH2:9][CH2:10][C@@:11]2([CH3:26])[C:14](=[O:15])[NH:13][C@@H:12]2[C:16]([O:18][CH2:19][C:20]2[CH:25]=[CH:24][CH:23]=[CH:22][CH:21]=2)=[O:17])=[CH:5][CH:4]=1.C(N(CC)CC)C.[N:34]([C@@H:37]([C:39]1[CH:44]=[CH:43][CH:42]=[CH:41][CH:40]=1)[CH3:38])=[C:35]=[O:36]. (4) Given the product [CH2:9]([O:16][C:17]1[CH:18]=[CH:19][C:20]([CH:21]2[CH2:4][O:22]2)=[CH:23][CH:24]=1)[C:10]1[CH:11]=[CH:12][CH:13]=[CH:14][CH:15]=1, predict the reactants needed to synthesize it. The reactants are: [H-].[Na+].[I-].[CH3:4][S+](C)(C)=O.[CH2:9]([O:16][C:17]1[CH:24]=[CH:23][C:20]([CH:21]=[O:22])=[CH:19][CH:18]=1)[C:10]1[CH:15]=[CH:14][CH:13]=[CH:12][CH:11]=1. (5) Given the product [CH3:1][C:2]1[O:6][N:5]=[C:4]([C:7]2[CH:8]=[CH:9][CH:10]=[CH:11][CH:12]=2)[C:3]=1[C:13]1[CH:14]=[CH:15][C:16]([O:19][CH2:23][CH2:24][O:25][CH:26]2[CH2:31][CH2:30][CH2:29][CH2:28][O:27]2)=[CH:17][CH:18]=1, predict the reactants needed to synthesize it. The reactants are: [CH3:1][C:2]1[O:6][N:5]=[C:4]([C:7]2[CH:12]=[CH:11][CH:10]=[CH:9][CH:8]=2)[C:3]=1[C:13]1[CH:18]=[CH:17][C:16]([OH:19])=[CH:15][CH:14]=1.[H-].[Na+].Br[CH2:23][CH2:24][O:25][CH:26]1[CH2:31][CH2:30][CH2:29][CH2:28][O:27]1.C(OCC)(=O)C. (6) Given the product [P:9]([OH:8])([OH:11])([O:19][C:20]1[CH:28]=[C:27]2[C:23]([C@H:24]([CH2:71][Cl:72])[CH2:25][N:26]2[C:29](=[O:70])[CH2:30][CH2:31][CH2:32][C:33]([N:35]2[C:43]3[CH:42]=[C:41]([NH:44][C:45](=[O:63])[C@@H:46]([NH:48][C:49](=[O:62])[C@@H:50]([NH:54][C:55](=[O:61])[CH2:95][CH2:94][CH2:93][CH2:92][CH2:91][N:86]4[C:87](=[O:90])[CH:88]=[CH:89][C:85]4=[O:84])[CH:51]([CH3:52])[CH3:53])[CH3:47])[C:40]4[CH:64]=[CH:65][CH:66]=[CH:67][C:39]=4[C:38]=3[C@H:37]([CH2:68][Cl:69])[CH2:36]2)=[O:34])=[C:22]2[C:73]([CH3:76])=[CH:74][S:75][C:21]=12)=[O:10], predict the reactants needed to synthesize it. The reactants are: C([O:8][P:9]([O:19][C:20]1[CH:28]=[C:27]2[C:23]([C@H:24]([CH2:71][Cl:72])[CH2:25][N:26]2[C:29](=[O:70])[CH2:30][CH2:31][CH2:32][C:33]([N:35]2[C:43]3[CH:42]=[C:41]([NH:44][C:45](=[O:63])[C@@H:46]([NH:48][C:49](=[O:62])[C@@H:50]([NH:54][C:55](=[O:61])OC(C)(C)C)[CH:51]([CH3:53])[CH3:52])[CH3:47])[C:40]4[CH:64]=[CH:65][CH:66]=[CH:67][C:39]=4[C:38]=3[C@H:37]([CH2:68][Cl:69])[CH2:36]2)=[O:34])=[C:22]2[C:73]([CH3:76])=[CH:74][S:75][C:21]=12)([O:11]CC1C=CC=CC=1)=[O:10])C1C=CC=CC=1.C(O)(C(F)(F)F)=O.[O:84]=[C:85]1[CH:89]=[CH:88][C:87](=[O:90])[N:86]1[CH2:91][CH2:92][CH2:93][CH2:94][CH2:95]C(OC1C(F)=C(F)C(F)=C(F)C=1F)=O.